This data is from Full USPTO retrosynthesis dataset with 1.9M reactions from patents (1976-2016). The task is: Predict the reactants needed to synthesize the given product. (1) Given the product [CH3:13][O:12][C:3]1[C:2]([O:1][CH2:24][CH2:25][O:26][CH3:27])=[CH:11][CH:10]=[CH:9][C:4]=1[C:5]([O:7][CH3:8])=[O:6], predict the reactants needed to synthesize it. The reactants are: [OH:1][C:2]1[C:3]([O:12][CH3:13])=[C:4]([CH:9]=[CH:10][CH:11]=1)[C:5]([O:7][CH3:8])=[O:6].C(=O)([O-])[O-].[K+].[K+].C(#N)C.Br[CH2:24][CH2:25][O:26][CH3:27]. (2) Given the product [ClH:22].[F:1][C:2]1[CH:7]=[C:6]([C:8]([F:11])([CH3:10])[CH3:9])[CH:5]=[CH:4][C:3]=1[C@@H:12]([NH2:14])[CH3:13], predict the reactants needed to synthesize it. The reactants are: [F:1][C:2]1[CH:7]=[C:6]([C:8]([F:11])([CH3:10])[CH3:9])[CH:5]=[CH:4][C:3]=1[C@@H:12]([NH:14]C(=O)OC(C)(C)C)[CH3:13].[ClH:22].O1CCOCC1. (3) Given the product [CH:1]1([CH2:4][CH2:5][O:6][C:14]2[N:22]=[C:21]3[C:17]([N:18]=[CH:19][N:20]3[CH:23]3[CH2:28][CH2:27][CH2:26][CH2:25][O:24]3)=[C:16]([NH2:29])[N:15]=2)[CH2:3][CH2:2]1, predict the reactants needed to synthesize it. The reactants are: [CH:1]1([CH2:4][CH2:5][OH:6])[CH2:3][CH2:2]1.CC(C)([O-])C.[Na+].Cl[C:14]1[N:22]=[C:21]2[C:17]([N:18]=[CH:19][N:20]2[CH:23]2[CH2:28][CH2:27][CH2:26][CH2:25][O:24]2)=[C:16]([NH2:29])[N:15]=1. (4) Given the product [C:9]12([C:6]3[CH:7]=[CH:8][C:3]([O:2][CH3:1])=[C:4]([CH:5]=3)[C:35]([C:37]3[CH:42]=[CH:43][C:38](/[CH:28]=[CH:27]/[C:26]([O:30][CH3:31])=[O:29])=[CH:39][CH:40]=3)=[O:36])[CH2:18][CH:13]3[CH2:12][CH:11]([CH2:17][CH:15]([CH2:14]3)[CH2:16]1)[CH2:10]2, predict the reactants needed to synthesize it. The reactants are: [CH3:1][O:2][C:3]1[CH:8]=[CH:7][C:6]([C:9]23[CH2:18][CH:13]4[CH2:14][CH:15]([CH2:17][CH:11]([CH2:12]4)[CH2:10]2)[CH2:16]3)=[CH:5][CH:4]=1.CCN(CC)CC.[C:26]([O:30][CH3:31])(=[O:29])[CH:27]=[CH2:28].CCO[C:35]([CH3:37])=[O:36].[CH2:38]1[CH2:43][CH2:42]C[CH2:40][CH2:39]1.